From a dataset of Full USPTO retrosynthesis dataset with 1.9M reactions from patents (1976-2016). Predict the reactants needed to synthesize the given product. (1) Given the product [C:16]([O:15][C:13](=[O:14])[NH:12][CH2:11][C:9]1[CH:10]=[C:2]2[C:3]([C:4](=[O:6])[N:30]([CH:31]3[CH2:36][CH2:35][C:34](=[O:37])[NH:33][C:32]3=[O:38])[C:23]([CH3:24])=[N:1]2)=[CH:7][CH:8]=1)([CH3:19])([CH3:18])[CH3:17], predict the reactants needed to synthesize it. The reactants are: [NH2:1][C:2]1[CH:10]=[C:9]([CH2:11][NH:12][C:13]([O:15][C:16]([CH3:19])([CH3:18])[CH3:17])=[O:14])[CH:8]=[CH:7][C:3]=1[C:4]([OH:6])=O.N1[CH:24]=[CH:23]N=C1.C(Cl)(=O)C.Cl.[NH2:30][CH:31]1[CH2:36][CH2:35][C:34](=[O:37])[NH:33][C:32]1=[O:38].P(OC1C=CC=CC=1)(OC1C=CC=CC=1)OC1C=CC=CC=1. (2) Given the product [CH:22]1([C@H:17]([NH:16][C:13]([C:12]2[C:6]3[C:7](=[N:8][CH:9]=[C:4]([CH:1]4[CH2:2][CH2:3]4)[N:5]=3)[NH:10][CH:11]=2)=[O:15])[C:18]([OH:20])([CH3:21])[CH3:19])[CH2:24][CH2:23]1, predict the reactants needed to synthesize it. The reactants are: [CH:1]1([C:4]2[N:5]=[C:6]3[C:12]([C:13]([OH:15])=O)=[CH:11][NH:10][C:7]3=[N:8][CH:9]=2)[CH2:3][CH2:2]1.[NH2:16][C@@H:17]([CH:22]1[CH2:24][CH2:23]1)[C:18]([CH3:21])([OH:20])[CH3:19].C(Cl)CCl.C1C=CC2N(O)N=NC=2C=1.CCN(C(C)C)C(C)C. (3) Given the product [N:20]1[CH:21]=[CH:22][CH:23]=[CH:24][C:19]=1[CH2:18][O:1][C:2]1[CH:9]=[CH:8][C:5]([CH:6]=[O:7])=[CH:4][CH:3]=1, predict the reactants needed to synthesize it. The reactants are: [OH:1][C:2]1[CH:9]=[CH:8][C:5]([CH:6]=[O:7])=[CH:4][CH:3]=1.C(=O)([O-])[O-].[Cs+].[Cs+].Cl.Cl[CH2:18][C:19]1[CH:24]=[CH:23][CH:22]=[CH:21][N:20]=1.